Dataset: Reaction yield outcomes from USPTO patents with 853,638 reactions. Task: Predict the reaction yield, written as a fraction of the theoretical maximum amount of product (1.0 means a 100% yield; for example, 0.34 means a 34% yield). (1) The reactants are [CH2:1]([NH:3][C:4]([NH:6][C:7]1[N:12]=[CH:11][C:10]([C:13]2[CH:18]=[CH:17][N:16]=[C:15]([C:19]([NH:21][NH2:22])=[O:20])[CH:14]=2)=[C:9]([C:23]2[S:24][CH:25]=[C:26]([C:28]3[CH:33]=[CH:32][CH:31]=[C:30]([O:34][CH3:35])[N:29]=3)[N:27]=2)[CH:8]=1)=[O:5])[CH3:2].N1([C:41](N2C=CN=C2)=[O:42])C=CN=C1.C(#N)C. The catalyst is CN(C=O)C.C(OCC)(=O)C. The product is [CH2:1]([NH:3][C:4]([NH:6][C:7]1[N:12]=[CH:11][C:10]([C:13]2[CH:18]=[CH:17][N:16]=[C:15]([C:19]3[O:20][C:41](=[O:42])[NH:22][N:21]=3)[CH:14]=2)=[C:9]([C:23]2[S:24][CH:25]=[C:26]([C:28]3[CH:33]=[CH:32][CH:31]=[C:30]([O:34][CH3:35])[N:29]=3)[N:27]=2)[CH:8]=1)=[O:5])[CH3:2]. The yield is 0.731. (2) The reactants are CO.[F:3][C:4]1[CH:9]=[CH:8][C:7]([F:10])=[CH:6][C:5]=1[C@H:11]1[CH2:15][CH2:14][CH2:13][N:12]1[C:16]1[CH:17]=[CH:18][C:19]2[N:20]([C:22]([NH:25][C:26]([N:28]3[CH2:33][CH2:32][CH2:31][CH2:30][CH2:29]3)=[O:27])=[CH:23][N:24]=2)[N:21]=1.[ClH:34]. The catalyst is O1CCOCC1. The product is [ClH:34].[F:3][C:4]1[CH:9]=[CH:8][C:7]([F:10])=[CH:6][C:5]=1[C@H:11]1[CH2:15][CH2:14][CH2:13][N:12]1[C:16]1[CH:17]=[CH:18][C:19]2[N:20]([C:22]([NH:25][C:26]([N:28]3[CH2:29][CH2:30][CH2:31][CH2:32][CH2:33]3)=[O:27])=[CH:23][N:24]=2)[N:21]=1. The yield is 0.790. (3) The reactants are [N+:1]([C:4]1[CH:5]=[C:6]2[C:10](=[CH:11][CH:12]=1)[NH:9][N:8]=[CH:7]2)([O-:3])=[O:2].C(=O)([O-])[O-].[Cs+].[Cs+].Br[CH2:20][CH2:21][O:22][CH:23]1[CH2:28][CH2:27][CH2:26][CH2:25][O:24]1. The catalyst is CN(C=O)C. The product is [N+:1]([C:4]1[CH:5]=[C:6]2[C:10](=[CH:11][CH:12]=1)[N:9]([CH2:20][CH2:21][O:22][CH:23]1[CH2:28][CH2:27][CH2:26][CH2:25][O:24]1)[N:8]=[CH:7]2)([O-:3])=[O:2]. The yield is 0.650. (4) The reactants are CC([O-])(C)C.[K+].CC1C=CC(S([CH2:17][N+:18]#[C-])(=O)=O)=CC=1.[CH2:20]([O:27][C:28]1[CH:29]=[C:30]([CH:33]=[CH:34][C:35]=1[O:36][CH3:37])[CH:31]=O)[C:21]1[CH:26]=[CH:25][CH:24]=[CH:23][CH:22]=1.CO. The catalyst is C1COCC1.O. The product is [CH2:20]([O:27][C:28]1[CH:29]=[C:30]([CH2:31][C:17]#[N:18])[CH:33]=[CH:34][C:35]=1[O:36][CH3:37])[C:21]1[CH:26]=[CH:25][CH:24]=[CH:23][CH:22]=1. The yield is 0.480. (5) The reactants are [O:1]1[CH2:6][CH2:5][CH2:4][CH2:3][CH:2]1[N:7]1[C:15]2[C:10](=[CH:11][C:12]([C:16]3[N:20]=[CH:19][N:18]([C:21]([C:34]4[CH:39]=[CH:38][CH:37]=[CH:36][CH:35]=4)([C:28]4[CH:33]=[CH:32][CH:31]=[CH:30][CH:29]=4)[C:22]4[CH:27]=[CH:26][CH:25]=[CH:24][CH:23]=4)[N:17]=3)=[CH:13][CH:14]=2)[C:9]([C:40]2[CH:41]=[C:42]([CH:47]=[CH:48][CH:49]=2)[C:43]([O:45]C)=O)=[N:8]1.O.[OH-].[Li+].[CH2:53]1[C:61]2[C:56](=[CH:57][CH:58]=[CH:59][CH:60]=2)[CH2:55][NH:54]1.O.ON1C2C=CC=CC=2N=N1.Cl.CN(C)CCCN=C=NCC. The catalyst is O1CCCC1.O1CCCC1.O. The product is [O:1]1[CH2:6][CH2:5][CH2:4][CH2:3][CH:2]1[N:7]1[C:15]2[C:10](=[CH:11][C:12]([C:16]3[N:20]=[CH:19][N:18]([C:21]([C:22]4[CH:23]=[CH:24][CH:25]=[CH:26][CH:27]=4)([C:28]4[CH:29]=[CH:30][CH:31]=[CH:32][CH:33]=4)[C:34]4[CH:39]=[CH:38][CH:37]=[CH:36][CH:35]=4)[N:17]=3)=[CH:13][CH:14]=2)[C:9]([C:40]2[CH:41]=[C:42]([C:43]([N:54]3[CH2:55][C:56]4[C:61](=[CH:60][CH:59]=[CH:58][CH:57]=4)[CH2:53]3)=[O:45])[CH:47]=[CH:48][CH:49]=2)=[N:8]1. The yield is 0.530. (6) The reactants are [F:1][C:2]([F:20])([F:19])[C:3]1[N:7]2[N:8]=[C:9]([N:12]3[CH2:17][CH2:16][C:15](=[O:18])[CH2:14][CH2:13]3)[CH:10]=[CH:11][C:6]2=[N:5][N:4]=1.Br[C:22]1[CH:29]=[CH:28][CH:27]=[CH:26][C:23]=1[C:24]#[N:25]. No catalyst specified. The product is [OH:18][C:15]1([C:22]2[CH:29]=[CH:28][CH:27]=[CH:26][C:23]=2[C:24]#[N:25])[CH2:16][CH2:17][N:12]([C:9]2[CH:10]=[CH:11][C:6]3[N:7]([C:3]([C:2]([F:1])([F:19])[F:20])=[N:4][N:5]=3)[N:8]=2)[CH2:13][CH2:14]1. The yield is 0.240. (7) The reactants are [OH-].[K+].[C:3]([O:7][C@@H:8]([C:15]1[C:16]([CH3:50])=[N:17][C:18]([CH3:49])=[C:19]([C:33]2[CH:38]=[CH:37][C:36]([O:39][CH2:40][CH2:41][C:42]3[CH:47]=[CH:46][C:45]([F:48])=[CH:44][CH:43]=3)=[CH:35][CH:34]=2)[C:20]=1[N:21]1[CH2:26][CH2:25][CH:24]([C:27]2[CH:32]=[CH:31][CH:30]=[CH:29][CH:28]=2)[CH2:23][CH2:22]1)[C:9]([O:11]C(C)C)=[O:10])([CH3:6])([CH3:5])[CH3:4].Cl. The catalyst is C(O)C. The product is [C:3]([O:7][C@@H:8]([C:15]1[C:16]([CH3:50])=[N:17][C:18]([CH3:49])=[C:19]([C:33]2[CH:34]=[CH:35][C:36]([O:39][CH2:40][CH2:41][C:42]3[CH:47]=[CH:46][C:45]([F:48])=[CH:44][CH:43]=3)=[CH:37][CH:38]=2)[C:20]=1[N:21]1[CH2:26][CH2:25][CH:24]([C:27]2[CH:32]=[CH:31][CH:30]=[CH:29][CH:28]=2)[CH2:23][CH2:22]1)[C:9]([OH:11])=[O:10])([CH3:6])([CH3:5])[CH3:4]. The yield is 0.650. (8) The reactants are [CH2:1]([N:8]1[CH2:13][CH2:12][C:11](=[O:14])[CH2:10][CH2:9]1)[C:2]1[CH:7]=[CH:6][CH:5]=[CH:4][CH:3]=1.[Si](OS(C(F)(F)F)(=O)=O)(C)(C)C.[CH:27]1[CH:41]=[C:40]2[C:30]([CH:31](O)[C:32]3[C:37]([CH:38]=[CH:39]2)=[CH:36][CH:35]=[CH:34][CH:33]=3)=[CH:29][CH:28]=1.C(=O)(O)[O-].[Na+]. The catalyst is ClCCl.O. The product is [CH2:1]([N:8]1[CH2:13][CH2:12][C:11](=[O:14])[CH:10]([CH:31]2[C:32]3[CH:33]=[CH:34][CH:35]=[CH:36][C:37]=3[CH:38]=[CH:39][C:40]3[CH:41]=[CH:27][CH:28]=[CH:29][C:30]2=3)[CH2:9]1)[C:2]1[CH:3]=[CH:4][CH:5]=[CH:6][CH:7]=1. The yield is 0.670. (9) The reactants are Cl[C:2]1[C:7]([C:8]2[CH:13]=[CH:12][N:11]3[N:14]=[CH:15][C:16]([C:17]#[N:18])=[C:10]3[N:9]=2)=[CH:6][CH:5]=[CH:4][N:3]=1.[CH3:19][C:20]1[CH:25]=[CH:24][CH:23]=[C:22]([Sn](CCCC)(CCCC)CCCC)[N:21]=1.FC1C=C(C2C=CC3N(C(C#N)=CN=3)C=2)C(C2C=CC=C(C)N=2)=NC=1. No catalyst specified. The product is [CH3:19][C:20]1[N:21]=[C:22]([C:2]2[C:7]([C:8]3[CH:13]=[CH:12][N:11]4[N:14]=[CH:15][C:16]([C:17]#[N:18])=[C:10]4[N:9]=3)=[CH:6][CH:5]=[CH:4][N:3]=2)[CH:23]=[CH:24][CH:25]=1. The yield is 0.491.